From a dataset of Full USPTO retrosynthesis dataset with 1.9M reactions from patents (1976-2016). Predict the reactants needed to synthesize the given product. Given the product [F:33][C:28]1[CH:29]=[N:30][CH:31]=[CH:32][C:27]=1[C:21]1[N:20]=[C:19]([N:15]2[CH2:16][CH2:17][O:18][C@@H:13]([C:10]3[CH:11]=[CH:12][C:7]([NH:6][C:2](=[O:3])[O:4][CH3:5])=[CH:8][CH:9]=3)[CH2:14]2)[N:24]([CH3:25])[C:23](=[O:26])[CH:22]=1, predict the reactants needed to synthesize it. The reactants are: Cl[C:2]([O:4][CH3:5])=[O:3].[NH2:6][C:7]1[CH:12]=[CH:11][C:10]([C@@H:13]2[O:18][CH2:17][CH2:16][N:15]([C:19]3[N:24]([CH3:25])[C:23](=[O:26])[CH:22]=[C:21]([C:27]4[CH:32]=[CH:31][N:30]=[CH:29][C:28]=4[F:33])[N:20]=3)[CH2:14]2)=[CH:9][CH:8]=1.C(N(CC)CC)C.